This data is from Forward reaction prediction with 1.9M reactions from USPTO patents (1976-2016). The task is: Predict the product of the given reaction. Given the reactants [CH:1]1([CH2:7][N:8]2[C:12]([CH2:13][CH:14]([N:16]3[CH2:21][CH2:20][N:19]([C:22]4[CH:27]=[CH:26][CH:25]=[CH:24][C:23]=4[O:28][CH3:29])[CH2:18][CH2:17]3)[CH3:15])=[N:11][NH:10][C:9]2=[O:30])[CH2:6][CH2:5][CH2:4][CH2:3][CH2:2]1.[CH3:31]CN(P1(N(C)CCCN1C)=NC(C)(C)C)CC.CI, predict the reaction product. The product is: [CH:1]1([CH2:7][N:8]2[C:12]([CH2:13][CH:14]([N:16]3[CH2:21][CH2:20][N:19]([C:22]4[CH:27]=[CH:26][CH:25]=[CH:24][C:23]=4[O:28][CH3:29])[CH2:18][CH2:17]3)[CH3:15])=[N:11][N:10]([CH3:31])[C:9]2=[O:30])[CH2:6][CH2:5][CH2:4][CH2:3][CH2:2]1.